The task is: Predict which catalyst facilitates the given reaction.. This data is from Catalyst prediction with 721,799 reactions and 888 catalyst types from USPTO. (1) Reactant: [CH3:1][O:2][CH2:3][CH:4]([NH2:7])[CH2:5][CH3:6].C([O-])([O-])=O.[K+].[K+].[C:14](Cl)([O:16][CH2:17][C:18]1[CH:23]=[CH:22][CH:21]=[CH:20][CH:19]=1)=[O:15]. Product: [CH2:17]([O:16][C:14](=[O:15])[NH:7][CH:4]([CH2:3][O:2][CH3:1])[CH2:5][CH3:6])[C:18]1[CH:23]=[CH:22][CH:21]=[CH:20][CH:19]=1. The catalyst class is: 12. (2) Reactant: CCCCO[C@H:6]([CH2:9][OH:10])CC.C(O)CCCO.C(C(CO)(CO)CC)O.O=C=NC1CC(C)(C)CC(C)(CN=C=O)C1.C([O-])(=O)CCCCCCCCCCC.C([O-])(=O)CCCCCCCCCCC.C([Sn+2]CCCC)CCC.N(CCC[Si:85]([O:92][CH2:93][CH3:94])([O:89][CH2:90][CH3:91])[O:86][CH2:87][CH3:88])=C=O. Product: [CH3:88][CH2:87][O:86][Si:85]([O:10][CH2:9][CH3:6])([O:92][CH2:93][CH3:94])[O:89][CH2:90][CH3:91]. The catalyst class is: 7. (3) Reactant: C([N:8]1[CH2:13][CH2:12][C@@H:11]([CH3:14])[C@@H:10]([N:15]2[C:24]3[C:19](=[CH:20][N:21]=[C:22]4[N:27]([CH2:28][O:29][CH2:30][CH2:31][Si:32]([CH3:35])([CH3:34])[CH3:33])[CH:26]=[CH:25][C:23]4=3)[C:18](=[O:36])[CH:17]=[CH:16]2)[CH2:9]1)C1C=CC=CC=1. Product: [CH3:14][C@@H:11]1[CH2:12][CH2:13][NH:8][CH2:9][C@@H:10]1[N:15]1[C:24]2[C:19](=[CH:20][N:21]=[C:22]3[N:27]([CH2:28][O:29][CH2:30][CH2:31][Si:32]([CH3:35])([CH3:34])[CH3:33])[CH:26]=[CH:25][C:23]3=2)[C:18](=[O:36])[CH:17]=[CH:16]1. The catalyst class is: 129. (4) Reactant: [Cl:1][C:2]1[CH:7]=[CH:6][C:5]([F:8])=[C:4]([Cl:9])[C:3]=1[CH:10](Br)[CH3:11].[NH2:13][C:14]1[C:19]([OH:20])=[CH:18][C:17]([Br:21])=[CH:16][N:15]=1.C([O-])([O-])=O.[K+].[K+]. Product: [Br:21][C:17]1[CH:18]=[C:19]([O:20][CH:10]([C:3]2[C:2]([Cl:1])=[CH:7][CH:6]=[C:5]([F:8])[C:4]=2[Cl:9])[CH3:11])[C:14]([NH2:13])=[N:15][CH:16]=1. The catalyst class is: 3. (5) Reactant: [N:1]([CH2:4][CH2:5][O:6][CH2:7][CH2:8][O:9][CH2:10][CH2:11][O:12][CH2:13][CH2:14][O:15][CH2:16][CH2:17][O:18][CH2:19][CH2:20][O:21][CH2:22][CH2:23][O:24][CH2:25][CH2:26][NH2:27])=[N+:2]=[N-:3].CCN(C(C)C)C(C)C.[C:37]([O:41][C:42](=[O:75])[C@@H:43]([NH:49][C:50](=[O:74])[CH2:51][CH2:52][CH2:53][CH2:54][CH2:55][CH2:56][CH2:57][CH2:58][CH2:59][CH2:60][CH2:61][CH2:62][CH2:63][CH2:64][CH2:65][CH2:66][C:67]([O:69][C:70]([CH3:73])([CH3:72])[CH3:71])=[O:68])[CH2:44][CH2:45][C:46](O)=[O:47])([CH3:40])([CH3:39])[CH3:38].CN(C(ON1N=NC2C=CC=NC1=2)=[N+](C)C)C.F[P-](F)(F)(F)(F)F. Product: [N:1]([CH2:4][CH2:5][O:6][CH2:7][CH2:8][O:9][CH2:10][CH2:11][O:12][CH2:13][CH2:14][O:15][CH2:16][CH2:17][O:18][CH2:19][CH2:20][O:21][CH2:22][CH2:23][O:24][CH2:25][CH2:26][NH:27][C:46](=[O:47])[CH2:45][CH2:44][C@@H:43]([C:42]([O:41][C:37]([CH3:40])([CH3:39])[CH3:38])=[O:75])[NH:49][C:50](=[O:74])[CH2:51][CH2:52][CH2:53][CH2:54][CH2:55][CH2:56][CH2:57][CH2:58][CH2:59][CH2:60][CH2:61][CH2:62][CH2:63][CH2:64][CH2:65][CH2:66][C:67]([O:69][C:70]([CH3:71])([CH3:72])[CH3:73])=[O:68])=[N+:2]=[N-:3]. The catalyst class is: 3. (6) Reactant: Cl.Cl.[NH2:3][C@@H:4]1[C:18](=[O:19])[N:17]2[CH2:20][C@H:21]([O:23][C:24]3[C:33]4[C:28](=[C:29]([CH3:36])[C:30]([O:34][CH3:35])=[CH:31][CH:32]=4)[N:27]=[C:26]([C:37]4[S:38][CH:39]=[C:40]([CH:42]([CH3:44])[CH3:43])[N:41]=4)[CH:25]=3)[CH2:22][C@H:16]2[C:15](=[O:45])[NH:14][C@:13]2([C:47]([NH:49][S:50]([CH:53]3[CH2:55][CH2:54]3)(=[O:52])=[O:51])=[O:48])[CH2:46][C@H:12]2[CH:11]=[CH:10][CH2:9][CH2:8][CH2:7][CH2:6][CH2:5]1.C(N(CC)C(C)C)(C)C.Cl[C:66](Cl)([O:68]C(=O)OC(Cl)(Cl)Cl)Cl.[CH3:77][CH:78]1[O:83][CH:82]([CH3:84])[CH2:81][NH:80][CH2:79]1. Product: [CH:53]1([S:50]([NH:49][C:47]([C@@:13]23[CH2:46][C@H:12]2[CH:11]=[CH:10][CH2:9][CH2:8][CH2:7][CH2:6][CH2:5][C@H:4]([NH:3][C:66]([N:80]2[CH2:81][C@H:82]([CH3:84])[O:83][C@H:78]([CH3:77])[CH2:79]2)=[O:68])[C:18](=[O:19])[N:17]2[CH2:20][C@H:21]([O:23][C:24]4[C:33]5[C:28](=[C:29]([CH3:36])[C:30]([O:34][CH3:35])=[CH:31][CH:32]=5)[N:27]=[C:26]([C:37]5[S:38][CH:39]=[C:40]([CH:42]([CH3:43])[CH3:44])[N:41]=5)[CH:25]=4)[CH2:22][C@H:16]2[C:15](=[O:45])[NH:14]3)=[O:48])(=[O:51])=[O:52])[CH2:54][CH2:55]1. The catalyst class is: 68.